From a dataset of Full USPTO retrosynthesis dataset with 1.9M reactions from patents (1976-2016). Predict the reactants needed to synthesize the given product. (1) Given the product [CH3:1][C:2]1[CH:7]=[CH:6][C:5]([S:8]([O:11][CH2:12][CH:13]2[O:18][C:17]3[C:19](/[CH:26]=[CH:35]/[C:36](=[O:38])[CH3:37])=[C:20]([N+:23]([O-:25])=[O:24])[CH:21]=[CH:22][C:16]=3[O:15][CH2:14]2)(=[O:9])=[O:10])=[CH:4][CH:3]=1, predict the reactants needed to synthesize it. The reactants are: [CH3:1][C:2]1[CH:7]=[CH:6][C:5]([S:8]([O:11][CH2:12][C@@H:13]2[O:18][C:17]3[C:19]([CH:26]=O)=[C:20]([N+:23]([O-:25])=[O:24])[CH:21]=[CH:22][C:16]=3[O:15][CH2:14]2)(=[O:10])=[O:9])=[CH:4][CH:3]=1.C1(P(C2C=CC=CC=2)(C2C=CC=CC=2)=[CH:35][C:36](=[O:38])[CH3:37])C=CC=CC=1. (2) Given the product [CH:13]1([NH:19][C:2]2[CH:9]=[CH:8][C:5]([C:6]#[N:7])=[CH:4][C:3]=2[N+:10]([O-:12])=[O:11])[CH2:18][CH2:17][CH2:16][CH2:15][CH2:14]1, predict the reactants needed to synthesize it. The reactants are: Cl[C:2]1[CH:9]=[CH:8][C:5]([C:6]#[N:7])=[CH:4][C:3]=1[N+:10]([O-:12])=[O:11].[CH:13]1([NH2:19])[CH2:18][CH2:17][CH2:16][CH2:15][CH2:14]1.C(N(CC)CC)C. (3) Given the product [F:1][C:2]([F:33])([F:34])[C:3]1[CH:4]=[C:5]([CH:26]=[C:27]([C:29]([F:32])([F:31])[F:30])[CH:28]=1)[CH2:6][N:7]([C:39]1[N:40]=[CH:41][C:36]([Br:35])=[CH:37][N:38]=1)[CH2:8][C:9]1[CH:14]=[C:13]([C:15]([F:17])([F:16])[F:18])[CH:12]=[CH:11][C:10]=1[N:19]([CH2:22][CH2:23][CH2:24][CH3:25])[CH2:20][CH3:21], predict the reactants needed to synthesize it. The reactants are: [F:1][C:2]([F:34])([F:33])[C:3]1[CH:4]=[C:5]([CH:26]=[C:27]([C:29]([F:32])([F:31])[F:30])[CH:28]=1)[CH2:6][NH:7][CH2:8][C:9]1[CH:14]=[C:13]([C:15]([F:18])([F:17])[F:16])[CH:12]=[CH:11][C:10]=1[N:19]([CH2:22][CH2:23][CH2:24][CH3:25])[CH2:20][CH3:21].[Br:35][C:36]1[CH:37]=[N:38][C:39](Cl)=[N:40][CH:41]=1.C(NC(C(C)C)(C(C)C)C)C.C(OCC)(=O)C. (4) Given the product [CH3:45][C:46]1[N:47]=[C:48]2[C:53]([CH3:54])=[CH:52][C:51]([C:55]3[CH:60]=[CH:59][CH:58]=[CH:57][C:56]=3[C:61]([F:64])([F:63])[F:62])=[N:50][N:49]2[C:65]=1[NH:66][C:9](=[O:11])[C:7]1[CH:6]=[CH:5][CH:4]=[C:3]([O:2][CH3:1])[N:8]=1, predict the reactants needed to synthesize it. The reactants are: [CH3:1][O:2][C:3]1[N:8]=[C:7]([C:9]([OH:11])=O)[CH:6]=[CH:5][CH:4]=1.CN(C(ON1N=NC2C=CC=NC1=2)=[N+](C)C)C.F[P-](F)(F)(F)(F)F.C(N(C(C)C)CC)(C)C.[CH3:45][C:46]1[N:47]=[C:48]2[C:53]([CH3:54])=[CH:52][C:51]([C:55]3[CH:60]=[CH:59][CH:58]=[CH:57][C:56]=3[C:61]([F:64])([F:63])[F:62])=[N:50][N:49]2[C:65]=1[NH2:66].C([O-])(O)=O.[Na+]. (5) Given the product [Br:15][C:16]1[CH:21]=[CH:20][C:19]([S:22]([NH:14][C:5]2[N:6]=[CH:7][C:8]3[C:13]([C:4]=2[CH:1]2[CH2:3][CH2:2]2)=[CH:12][CH:11]=[CH:10][CH:9]=3)(=[O:24])=[O:23])=[CH:18][C:17]=1[F:26], predict the reactants needed to synthesize it. The reactants are: [CH:1]1([C:4]2[C:13]3[C:8](=[CH:9][CH:10]=[CH:11][CH:12]=3)[CH:7]=[N:6][C:5]=2[NH2:14])[CH2:3][CH2:2]1.[Br:15][C:16]1[CH:21]=[CH:20][C:19]([S:22](Cl)(=[O:24])=[O:23])=[CH:18][C:17]=1[F:26].